Dataset: Reaction yield outcomes from USPTO patents with 853,638 reactions. Task: Predict the reaction yield, written as a fraction of the theoretical maximum amount of product (1.0 means a 100% yield; for example, 0.34 means a 34% yield). The reactants are [Cl:1][C:2]1[CH:13]=[C:12]([Cl:14])[C:11]([O:15][C:16]2[N:20]([CH3:21])[N:19]=[C:18]([CH3:22])[C:17]=2[CH3:23])=[CH:10][C:3]=1[O:4][C@@H:5]([CH3:9])[C:6]([OH:8])=[O:7].[CH2:24](I)[CH3:25].C(=O)([O-])[O-].[K+].[K+].CN(C=O)C. The catalyst is O. The product is [Cl:1][C:2]1[CH:13]=[C:12]([Cl:14])[C:11]([O:15][C:16]2[N:20]([CH3:21])[N:19]=[C:18]([CH3:22])[C:17]=2[CH3:23])=[CH:10][C:3]=1[O:4][C@@H:5]([CH3:9])[C:6]([O:8][CH2:24][CH3:25])=[O:7]. The yield is 0.820.